This data is from Full USPTO retrosynthesis dataset with 1.9M reactions from patents (1976-2016). The task is: Predict the reactants needed to synthesize the given product. (1) Given the product [C:1]1([S:7]([N:10]2[C:14]3=[N:15][CH:16]=[C:17]([O:19][CH3:20])[CH:18]=[C:13]3[CH:12]=[C:11]2[C:21]([C:28]2[CH:29]=[CH:30][C:31]([C:34]([OH:36])([CH3:37])[CH3:35])=[CH:32][CH:33]=2)=[CH:22][CH:23]2[CH2:24][CH2:25][CH2:26][CH2:27]2)(=[O:9])=[O:8])[CH:2]=[CH:3][CH:4]=[CH:5][CH:6]=1, predict the reactants needed to synthesize it. The reactants are: [C:1]1([S:7]([N:10]2[C:14]3=[N:15][CH:16]=[C:17]([O:19][CH3:20])[CH:18]=[C:13]3[CH:12]=[C:11]2[C:21]([C:28]2[CH:33]=[CH:32][C:31]([C:34](=[O:36])[CH3:35])=[CH:30][CH:29]=2)=[CH:22][CH:23]2[CH2:27][CH2:26][CH2:25][CH2:24]2)(=[O:9])=[O:8])[CH:6]=[CH:5][CH:4]=[CH:3][CH:2]=1.[CH3:37][Mg]Cl. (2) Given the product [NH2:15][C@H:10]1[CH2:11][CH2:12][CH2:13][CH2:14][C@H:9]1[NH:8][C:6]1[C:5]([F:23])=[CH:4][C:3]([C:24]([NH2:25])=[O:34])=[C:2]([NH:26][C:27]2[CH:28]=[N:29][CH:30]=[CH:31][CH:32]=2)[N:7]=1.[C:24]([C:3]1[CH:4]=[C:5]([F:23])[C:6]([NH:8][C@@H:9]2[CH2:14][CH2:13][CH2:12][CH2:11][C@@H:10]2[NH:15][C:16](=[O:22])[O:17][C:18]([CH3:21])([CH3:20])[CH3:19])=[N:7][C:2]=1[NH:26][C:27]1[CH:28]=[N:29][CH:30]=[CH:31][CH:32]=1)#[N:25], predict the reactants needed to synthesize it. The reactants are: Cl[C:2]1[N:7]=[C:6]([NH:8][C@@H:9]2[CH2:14][CH2:13][CH2:12][CH2:11][C@@H:10]2[NH:15][C:16](=[O:22])[O:17][C:18]([CH3:21])([CH3:20])[CH3:19])[C:5]([F:23])=[CH:4][C:3]=1[C:24]#[N:25].[NH2:26][C:27]1[CH:28]=[N:29][CH:30]=[CH:31][CH:32]=1.C(=O)([O-])[O-:34].[Cs+].[Cs+]. (3) Given the product [O:10]=[C:11]1[NH:1][CH2:16][CH:15]2[CH:17]([C:18]3[NH:19][C:20]4[N:21]([CH2:32][CH2:33][CH3:34])[C:22](=[O:31])[N:23]([CH2:28][CH2:29][CH3:30])[C:24](=[O:27])[C:25]=4[N:26]=3)[CH:12]1[CH2:13][CH2:14]2, predict the reactants needed to synthesize it. The reactants are: [N-:1]=[N+]=[N-].[Na+].OS(O)(=O)=O.[O:10]=[C:11]1[CH2:16][CH:15]2[CH:17]([C:18]3[NH:26][C:25]4[C:24](=[O:27])[N:23]([CH2:28][CH2:29][CH3:30])[C:22](=[O:31])[N:21]([CH2:32][CH2:33][CH3:34])[C:20]=4[N:19]=3)[CH:12]1[CH2:13][CH2:14]2.C([O-])(O)=O.[Na+]. (4) Given the product [Cl:33][C:12]1[C:13]([F:26])=[C:14]([O:18][C:19]2[CH:20]=[CH:21][CH:22]=[CH:23][C:24]=2[Cl:25])[N:15]=[CH:16][N:17]=1, predict the reactants needed to synthesize it. The reactants are: CO/N=C(/C1OCCON=1)\C1C=CC=CC=1O[C:12]1[N:17]=[CH:16][N:15]=[C:14]([O:18][C:19]2[CH:20]=[CH:21][CH:22]=[CH:23][C:24]=2[Cl:25])[C:13]=1[F:26].[Cl:33]C1C(F)=C(Cl)N=CN=1.ClC1C=CC=CC=1O.